From a dataset of Reaction yield outcomes from USPTO patents with 853,638 reactions. Predict the reaction yield, written as a fraction of the theoretical maximum amount of product (1.0 means a 100% yield; for example, 0.34 means a 34% yield). (1) The reactants are [C:1]([C:3]1[CH:4]=[C:5]([C:9]2[CH:10]=[CH:11][C:12]3[O:16][C:15]([C:17]4[CH:22]=[CH:21][C:20]([F:23])=[CH:19][CH:18]=4)=[C:14]([C:24]([NH:26][CH3:27])=[O:25])[C:13]=3[CH:28]=2)[CH:6]=[CH:7][CH:8]=1)#[N:2].N[C:30]([CH3:34])([CH3:33])[CH2:31][OH:32]. The catalyst is C1(Cl)C=CC=CC=1.[Cl-].[Zn+2].[Cl-]. The product is [CH3:33][C:30]1([CH3:34])[CH2:31][O:32][C:1]([C:3]2[CH:4]=[C:5]([C:9]3[CH:10]=[CH:11][C:12]4[O:16][C:15]([C:17]5[CH:22]=[CH:21][C:20]([F:23])=[CH:19][CH:18]=5)=[C:14]([C:24]([NH:26][CH3:27])=[O:25])[C:13]=4[CH:28]=3)[CH:6]=[CH:7][CH:8]=2)=[N:2]1. The yield is 0.140. (2) The reactants are Br[C:2]1[CH:3]=[C:4]([CH:8]=[C:9]([O:11][CH3:12])[CH:10]=1)[C:5]([OH:7])=[O:6].[Cl:13][C:14]1[CH:19]=[CH:18][CH:17]=[CH:16][C:15]=1B(O)O.C([O-])([O-])=O.[Na+].[Na+].Cl. The catalyst is O1CCOCC1.O.C1C=CC([P]([Pd]([P](C2C=CC=CC=2)(C2C=CC=CC=2)C2C=CC=CC=2)([P](C2C=CC=CC=2)(C2C=CC=CC=2)C2C=CC=CC=2)[P](C2C=CC=CC=2)(C2C=CC=CC=2)C2C=CC=CC=2)(C2C=CC=CC=2)C2C=CC=CC=2)=CC=1. The product is [Cl:13][C:14]1[CH:19]=[CH:18][CH:17]=[CH:16][C:15]=1[C:2]1[CH:3]=[C:4]([CH:8]=[C:9]([O:11][CH3:12])[CH:10]=1)[C:5]([OH:7])=[O:6]. The yield is 0.750. (3) The reactants are Br[C:2]1[CH:3]=[N:4][N:5]([C:7]([C:24]2[CH:29]=[CH:28][C:27]([O:30][CH3:31])=[CH:26][CH:25]=2)([C:16]2[CH:21]=[CH:20][C:19]([O:22][CH3:23])=[CH:18][CH:17]=2)[C:8]2[CH:13]=[CH:12][C:11]([O:14][CH3:15])=[CH:10][CH:9]=2)[CH:6]=1.[CH:32]([C:34]1[CH:39]=[CH:38][C:37](B(O)O)=[CH:36][CH:35]=1)=[O:33].C([O-])([O-])=O.[K+].[K+]. The catalyst is COCCOC.O.C1C=CC([P]([Pd]([P](C2C=CC=CC=2)(C2C=CC=CC=2)C2C=CC=CC=2)([P](C2C=CC=CC=2)(C2C=CC=CC=2)C2C=CC=CC=2)[P](C2C=CC=CC=2)(C2C=CC=CC=2)C2C=CC=CC=2)(C2C=CC=CC=2)C2C=CC=CC=2)=CC=1. The product is [CH3:15][O:14][C:11]1[CH:12]=[CH:13][C:8]([C:7]([C:24]2[CH:29]=[CH:28][C:27]([O:30][CH3:31])=[CH:26][CH:25]=2)([C:16]2[CH:21]=[CH:20][C:19]([O:22][CH3:23])=[CH:18][CH:17]=2)[N:5]2[CH:6]=[C:2]([C:37]3[CH:38]=[CH:39][C:34]([CH:32]=[O:33])=[CH:35][CH:36]=3)[CH:3]=[N:4]2)=[CH:9][CH:10]=1. The yield is 0.330. (4) The reactants are C([N:3]([CH2:6][CH3:7])[CH2:4][CH3:5])C.[C:8]1([NH2:15])[CH:13]=[CH:12][CH:11]=CC=1N.Cl.[OH-:17].[Na+].[CH2:19]([OH:21])[CH3:20]. The catalyst is C(Cl)(Cl)Cl. The product is [CH2:19]([O:21][C:11](=[O:17])[CH2:12][CH2:13][CH2:8][CH2:7][C:6]1[NH:15][C:8]2[CH:13]=[CH:12][CH:11]=[CH:5][C:4]=2[N:3]=1)[CH3:20]. The yield is 0.300. (5) The reactants are [Br:1][C:2]1[C:3]([SH:8])=[N:4][CH:5]=[CH:6][CH:7]=1.[CH2:9]([O:11][C:12](=[O:17])[C:13](Br)([CH3:15])[CH3:14])[CH3:10].C(=O)([O-])[O-].[Na+].[Na+].Cl. The catalyst is CN(C=O)C. The product is [Br:1][C:2]1[C:3]([S:8][C:13]([CH3:15])([CH3:14])[C:12]([O:11][CH2:9][CH3:10])=[O:17])=[N:4][CH:5]=[CH:6][CH:7]=1. The yield is 0.890.